This data is from Forward reaction prediction with 1.9M reactions from USPTO patents (1976-2016). The task is: Predict the product of the given reaction. (1) The product is: [CH2:19]([NH:26][C:27](=[O:31])[C:28]([NH:1][C:2]1[CH:17]=[CH:16][C:5]([O:6][C:7]2[CH:12]=[CH:11][N:10]=[C:9]([C:13]([NH2:15])=[O:14])[CH:8]=2)=[C:4]([F:18])[CH:3]=1)=[O:29])[C:20]1[CH:25]=[CH:24][CH:23]=[CH:22][CH:21]=1. Given the reactants [NH2:1][C:2]1[CH:17]=[CH:16][C:5]([O:6][C:7]2[CH:12]=[CH:11][N:10]=[C:9]([C:13]([NH2:15])=[O:14])[CH:8]=2)=[C:4]([F:18])[CH:3]=1.[CH2:19]([NH:26][C:27](=[O:31])[C:28](O)=[O:29])[C:20]1[CH:25]=[CH:24][CH:23]=[CH:22][CH:21]=1, predict the reaction product. (2) Given the reactants [CH3:1][O:2][C:3]([C:5]1[N:6]([CH2:25][C:26]2[CH:31]=[CH:30][CH:29]=[CH:28][CH:27]=2)[C:7](=[O:24])[C:8]2[C:13]([C:14]=1OS(C(F)(F)F)(=O)=O)=[CH:12][C:11]([Cl:23])=[CH:10][CH:9]=2)=[O:4].[CH3:32][S:33]([C:36]1[CH:41]=[CH:40][C:39](B(O)O)=[CH:38][CH:37]=1)(=[O:35])=[O:34], predict the reaction product. The product is: [CH3:1][O:2][C:3]([C:5]1[N:6]([CH2:25][C:26]2[CH:27]=[CH:28][CH:29]=[CH:30][CH:31]=2)[C:7](=[O:24])[C:8]2[C:13]([C:14]=1[C:39]1[CH:40]=[CH:41][C:36]([S:33]([CH3:32])(=[O:35])=[O:34])=[CH:37][CH:38]=1)=[CH:12][C:11]([Cl:23])=[CH:10][CH:9]=2)=[O:4]. (3) Given the reactants [CH3:1][O:2][C:3](=[O:26])[CH:4]([C:17]1[CH:22]=[CH:21][C:20]([C:23]#[N:24])=[C:19](Br)[CH:18]=1)[C:5]1[CH:10]=[C:9]([O:11][CH3:12])[C:8]([O:13][CH3:14])=[C:7]([O:15][CH3:16])[CH:6]=1.[NH2:27][C@H:28]1[CH2:33][CH2:32][C@H:31]([OH:34])[CH2:30][CH2:29]1.CC(C)([O-])C.[Na+], predict the reaction product. The product is: [CH3:1][O:2][C:3](=[O:26])[CH:4]([C:17]1[CH:22]=[CH:21][C:20]([C:23]#[N:24])=[C:19]([NH:27][CH:28]2[CH2:33][CH2:32][CH:31]([OH:34])[CH2:30][CH2:29]2)[CH:18]=1)[C:5]1[CH:10]=[C:9]([O:11][CH3:12])[C:8]([O:13][CH3:14])=[C:7]([O:15][CH3:16])[CH:6]=1. (4) Given the reactants [N:1]1([C:7]2[CH:12]=[CH:11][C:10]([N+:13]([O-])=O)=[CH:9][CH:8]=2)[CH2:6][CH2:5][NH:4][CH2:3][CH2:2]1.[BH3-]C#N.[Na+].O.O.Cl[Sn]Cl.C([O-])([O-])=O.[Na+].[Na+].[CH3:31][C:32]([CH3:34])=O, predict the reaction product. The product is: [CH:32]([N:4]1[CH2:5][CH2:6][N:1]([C:7]2[CH:12]=[CH:11][C:10]([NH2:13])=[CH:9][CH:8]=2)[CH2:2][CH2:3]1)([CH3:34])[CH3:31].